From a dataset of Full USPTO retrosynthesis dataset with 1.9M reactions from patents (1976-2016). Predict the reactants needed to synthesize the given product. (1) Given the product [CH2:19]([O:26][C:27](=[O:28])/[N:13]=[C:3]1\[NH:4][C:5]2[CH:10]=[CH:9][CH:8]=[C:7]([CH:11]=[CH2:12])[C:6]=2[N:2]\1[CH3:1])[C:20]1[CH:25]=[CH:24][CH:23]=[CH:22][CH:21]=1, predict the reactants needed to synthesize it. The reactants are: [CH3:1][N:2]1[C:6]2[C:7]([CH:11]=[CH2:12])=[CH:8][CH:9]=[CH:10][C:5]=2[N:4]=[C:3]1[NH2:13].C1COCC1.[CH2:19]([O:26][C:27](N1C(=O)C2C(=CC=CC=2)C1=O)=[O:28])[C:20]1[CH:25]=[CH:24][CH:23]=[CH:22][CH:21]=1. (2) Given the product [NH2:11][C@H:12]1[CH2:17][CH2:16][N:15]([C:18]2[CH:19]=[C:20]([CH:25]=[CH:26][C:27]=2[F:28])[C:21]([O:23][CH3:24])=[O:22])[CH2:14][C@H:13]1[O:29][CH3:30], predict the reactants needed to synthesize it. The reactants are: C(OC([NH:11][C@H:12]1[CH2:17][CH2:16][N:15]([C:18]2[CH:19]=[C:20]([CH:25]=[CH:26][C:27]=2[F:28])[C:21]([O:23][CH3:24])=[O:22])[CH2:14][C@H:13]1[O:29][CH3:30])=O)C1C=CC=CC=1. (3) Given the product [Cl:1][C:2]1[CH:3]=[CH:4][C:5]([CH2:8][C:9]2[C:17]3[C:16](=[O:18])[N:15]([CH2:19][CH2:20][CH2:21][O:52][C:51](=[O:57])[C:53]([F:56])([F:55])[F:54])[C:14](=[O:29])[N:13]([CH3:30])[C:12]=3[S:11][C:10]=2[O:31][C:32]2[CH:37]=[CH:36][CH:35]=[C:34]([O:38][C:39]([F:40])([F:41])[F:42])[CH:33]=2)=[CH:6][CH:7]=1, predict the reactants needed to synthesize it. The reactants are: [Cl:1][C:2]1[CH:7]=[CH:6][C:5]([CH:8](O)[C:9]2[C:17]3[C:16](=[O:18])[N:15]([CH2:19][CH2:20][CH2:21]OC4CCCCO4)[C:14](=[O:29])[N:13]([CH3:30])[C:12]=3[S:11][C:10]=2[O:31][C:32]2[CH:37]=[CH:36][CH:35]=[C:34]([O:38][C:39]([F:42])([F:41])[F:40])[CH:33]=2)=[CH:4][CH:3]=1.C([SiH](CC)CC)C.[C:51]([OH:57])([C:53]([F:56])([F:55])[F:54])=[O:52]. (4) Given the product [Cl:1][C:2]1[N:7]=[C:6]([CH3:8])[C:5]([OH:9])=[CH:4][CH:3]=1, predict the reactants needed to synthesize it. The reactants are: [Cl:1][C:2]1[N:7]=[C:6]([CH3:8])[C:5]([O:9]C(=O)C)=[CH:4][CH:3]=1.[OH-].[Na+].Cl. (5) Given the product [CH3:32][O:33][C:34]1[CH:35]=[C:36]([C@@:42]23[CH2:50][CH2:49][C@@H:48]([NH:51][C:21]([NH:10][C:5]4[CH:6]=[N:7][CH:8]=[CH:9][C:4]=4[O:3][CH2:1][CH3:2])=[O:23])[CH2:47][C@@H:46]2[N:45]([CH3:52])[CH2:44][CH2:43]3)[CH:37]=[CH:38][C:39]=1[O:40][CH3:41], predict the reactants needed to synthesize it. The reactants are: [CH2:1]([O:3][C:4]1[CH:9]=[CH:8][N:7]=[CH:6][C:5]=1[NH2:10])[CH3:2].C(N(C(C)C)CC)(C)C.Cl[C:21](Cl)([O:23]C(=O)OC(Cl)(Cl)Cl)Cl.[CH3:32][O:33][C:34]1[CH:35]=[C:36]([C@@:42]23[CH2:50][CH2:49][C@@H:48]([NH2:51])[CH2:47][C@@H:46]2[N:45]([CH3:52])[CH2:44][CH2:43]3)[CH:37]=[CH:38][C:39]=1[O:40][CH3:41].